The task is: Predict the product of the given reaction.. This data is from Forward reaction prediction with 1.9M reactions from USPTO patents (1976-2016). Given the reactants [C:1]([NH2:4])(=[S:3])[CH3:2].Br[CH:6]([CH:14]([CH3:16])[CH3:15])[C:7](=O)[C:8]([O:10][CH2:11][CH3:12])=[O:9], predict the reaction product. The product is: [CH3:2][C:1]1[S:3][C:6]([CH:14]([CH3:16])[CH3:15])=[C:7]([C:8]([O:10][CH2:11][CH3:12])=[O:9])[N:4]=1.